This data is from NCI-60 drug combinations with 297,098 pairs across 59 cell lines. The task is: Regression. Given two drug SMILES strings and cell line genomic features, predict the synergy score measuring deviation from expected non-interaction effect. (1) Drug 1: C1=NC(=NC(=O)N1C2C(C(C(O2)CO)O)O)N. Drug 2: CN(C(=O)NC(C=O)C(C(C(CO)O)O)O)N=O. Cell line: RPMI-8226. Synergy scores: CSS=44.4, Synergy_ZIP=-1.35, Synergy_Bliss=-1.57, Synergy_Loewe=-47.9, Synergy_HSA=-0.218. (2) Drug 1: CC12CCC(CC1=CCC3C2CCC4(C3CC=C4C5=CN=CC=C5)C)O. Drug 2: C1CN(CCN1C(=O)CCBr)C(=O)CCBr. Cell line: HCT116. Synergy scores: CSS=14.3, Synergy_ZIP=-10.3, Synergy_Bliss=-3.59, Synergy_Loewe=-8.20, Synergy_HSA=-3.62. (3) Drug 1: CN(CCCl)CCCl.Cl. Drug 2: CC1C(C(CC(O1)OC2CC(CC3=C2C(=C4C(=C3O)C(=O)C5=C(C4=O)C(=CC=C5)OC)O)(C(=O)CO)O)N)O.Cl. Cell line: HS 578T. Synergy scores: CSS=44.0, Synergy_ZIP=-1.48, Synergy_Bliss=-1.38, Synergy_Loewe=-8.12, Synergy_HSA=2.47.